This data is from Forward reaction prediction with 1.9M reactions from USPTO patents (1976-2016). The task is: Predict the product of the given reaction. (1) Given the reactants [CH:1]([O:4][C:5](=[O:22])[C:6]1[CH:11]=[CH:10][C:9]([CH2:12][C:13]([C:15]2[CH:20]=[CH:19][C:18]([F:21])=[CH:17][CH:16]=2)=[O:14])=[CH:8][CH:7]=1)([CH3:3])[CH3:2].CC(C)([O-])C.[K+].Br[CH2:30][C:31]1[CH:36]=[CH:35][C:34]([C:37]([P:40](=[O:51])([O:46][C:47]([CH3:50])([CH3:49])[CH3:48])[O:41][C:42]([CH3:45])([CH3:44])[CH3:43])([F:39])[F:38])=[CH:33][CH:32]=1.C([O-])(=O)C.[NH4+], predict the reaction product. The product is: [C:47]([O:46][P:40]([C:37]([F:39])([F:38])[C:34]1[CH:35]=[CH:36][C:31]([CH2:30][CH:12]([C:9]2[CH:10]=[CH:11][C:6]([C:5]([O:4][CH:1]([CH3:3])[CH3:2])=[O:22])=[CH:7][CH:8]=2)[C:13]([C:15]2[CH:16]=[CH:17][C:18]([F:21])=[CH:19][CH:20]=2)=[O:14])=[CH:32][CH:33]=1)([O:41][C:42]([CH3:45])([CH3:44])[CH3:43])=[O:51])([CH3:48])([CH3:49])[CH3:50]. (2) Given the reactants [NH2:1][C@@H:2]([CH2:24][S:25][CH2:26][C@H:27]([O:43][C:44](=[O:56])[NH:45][CH2:46][CH2:47][CH2:48][CH2:49][CH2:50][CH2:51][CH2:52][CH2:53][CH2:54][CH3:55])[CH2:28][O:29][C:30](=[O:42])[NH:31][CH2:32][CH2:33][CH2:34][CH2:35][CH2:36][CH2:37][CH2:38][CH2:39][CH2:40][CH3:41])[C:3](=[O:23])[NH:4][CH2:5][CH2:6][O:7][CH2:8][CH2:9][O:10][CH2:11][CH2:12][O:13][CH2:14][CH2:15][C:16]([O:18]C(C)(C)C)=[O:17], predict the reaction product. The product is: [NH2:1][C@@H:2]([CH2:24][S:25][CH2:26][C@H:27]([O:43][C:44](=[O:56])[NH:45][CH2:46][CH2:47][CH2:48][CH2:49][CH2:50][CH2:51][CH2:52][CH2:53][CH2:54][CH3:55])[CH2:28][O:29][C:30](=[O:42])[NH:31][CH2:32][CH2:33][CH2:34][CH2:35][CH2:36][CH2:37][CH2:38][CH2:39][CH2:40][CH3:41])[C:3](=[O:23])[NH:4][CH2:5][CH2:6][O:7][CH2:8][CH2:9][O:10][CH2:11][CH2:12][O:13][CH2:14][CH2:15][C:16]([OH:18])=[O:17]. (3) The product is: [C:1]([C:3]1[CH:4]=[C:5]([C:11]2[CH:15]=[C:14]([C:16]([O:18][CH2:19][CH3:20])=[O:17])[O:13][N:12]=2)[CH:6]=[CH:7][C:8]=1[OH:9])#[N:2]. Given the reactants [C:1]([C:3]1[CH:4]=[C:5]([C:11]2[CH:15]=[C:14]([C:16]([O:18][CH2:19][CH3:20])=[O:17])[O:13][N:12]=2)[CH:6]=[CH:7][C:8]=1[O:9]C)#[N:2].BrB(Br)Br, predict the reaction product. (4) Given the reactants Cl[C:2]1[N:3]=[CH:4][C:5]([C:8]([NH:10][C:11]2[NH:12][N:13]=[C:14]([O:16][CH2:17][C:18]3[CH:23]=[C:22]([O:24][CH3:25])[CH:21]=[C:20]([O:26][CH3:27])[CH:19]=3)[CH:15]=2)=[O:9])=[N:6][CH:7]=1.[CH2:28]1[NH:33][CH2:32][CH2:31][N:30]2[CH2:34][CH2:35][CH2:36][CH:29]12, predict the reaction product. The product is: [CH2:28]1[CH:29]2[CH2:36][CH2:35][CH2:34][N:30]2[CH2:31][CH2:32][N:33]1[C:2]1[N:3]=[CH:4][C:5]([C:8]([NH:10][C:11]2[NH:12][N:13]=[C:14]([O:16][CH2:17][C:18]3[CH:23]=[C:22]([O:24][CH3:25])[CH:21]=[C:20]([O:26][CH3:27])[CH:19]=3)[CH:15]=2)=[O:9])=[N:6][CH:7]=1. (5) Given the reactants [C:1]([C:3]1[CH:8]=[CH:7][C:6]([C:9]2[N:13]3[CH:14]=[C:15]([C:18]4[CH:26]=[CH:25][C:21]([C:22](O)=[O:23])=[CH:20][CH:19]=4)[CH:16]=[CH:17][C:12]3=[N:11][CH:10]=2)=[CH:5][CH:4]=1)#[N:2].CN(C(ON1N=NC2C=CC=NC1=2)=[N+](C)C)C.F[P-](F)(F)(F)(F)F.CN1CCOCC1.Cl.[CH3:59][C:60]1([OH:66])[CH2:65][CH2:64][NH:63][CH2:62][CH2:61]1, predict the reaction product. The product is: [OH:66][C:60]1([CH3:59])[CH2:65][CH2:64][N:63]([C:22]([C:21]2[CH:25]=[CH:26][C:18]([C:15]3[CH:16]=[CH:17][C:12]4[N:13]([C:9]([C:6]5[CH:7]=[CH:8][C:3]([C:1]#[N:2])=[CH:4][CH:5]=5)=[CH:10][N:11]=4)[CH:14]=3)=[CH:19][CH:20]=2)=[O:23])[CH2:62][CH2:61]1. (6) Given the reactants [CH2:1]([C:4]1[S:5][CH:6]=[CH:7][CH:8]=1)[CH2:2][CH3:3].Cl[CH:10]([O:12]C(Cl)Cl)Cl, predict the reaction product. The product is: [CH2:1]([C:4]1[S:5][C:6]([CH:10]=[O:12])=[CH:7][CH:8]=1)[CH2:2][CH3:3]. (7) Given the reactants [CH2:1]([O:8][C:9]1[C:14]([CH2:15][C:16]([O:18]CC)=[O:17])=[CH:13][N:12]=[C:11]([N:21]2[CH:25]=[CH:24][CH:23]=[N:22]2)[N:10]=1)[C:2]1[CH:7]=[CH:6][CH:5]=[CH:4][CH:3]=1, predict the reaction product. The product is: [CH2:1]([O:8][C:9]1[C:14]([CH2:15][C:16]([OH:18])=[O:17])=[CH:13][N:12]=[C:11]([N:21]2[CH:25]=[CH:24][CH:23]=[N:22]2)[N:10]=1)[C:2]1[CH:3]=[CH:4][CH:5]=[CH:6][CH:7]=1.